This data is from Retrosynthesis with 50K atom-mapped reactions and 10 reaction types from USPTO. The task is: Predict the reactants needed to synthesize the given product. Given the product O=C1CCC(COCc2cc(C(F)(F)F)cc(C(F)(F)F)c2)(c2ccccc2)C1, predict the reactants needed to synthesize it. The reactants are: OC1CCC(COCc2cc(C(F)(F)F)cc(C(F)(F)F)c2)(c2ccccc2)C1.